Dataset: Peptide-MHC class I binding affinity with 185,985 pairs from IEDB/IMGT. Task: Regression. Given a peptide amino acid sequence and an MHC pseudo amino acid sequence, predict their binding affinity value. This is MHC class I binding data. (1) The peptide sequence is FPTQADAIG. The MHC is HLA-B57:01 with pseudo-sequence HLA-B57:01. The binding affinity (normalized) is 0.0847. (2) The peptide sequence is KIVNGVLSR. The MHC is HLA-A33:01 with pseudo-sequence HLA-A33:01. The binding affinity (normalized) is 0.181. (3) The peptide sequence is ELKRQLADL. The MHC is HLA-B18:01 with pseudo-sequence HLA-B18:01. The binding affinity (normalized) is 0.0847. (4) The binding affinity (normalized) is 0. The MHC is HLA-A01:01 with pseudo-sequence HLA-A01:01. The peptide sequence is FLKEQGGL. (5) The peptide sequence is FSSPPAYV. The MHC is Mamu-A02 with pseudo-sequence Mamu-A02. The binding affinity (normalized) is 0.374. (6) The peptide sequence is RIRKDFGKR. The MHC is HLA-B57:01 with pseudo-sequence HLA-B57:01. The binding affinity (normalized) is 0.0847.